Dataset: Reaction yield outcomes from USPTO patents with 853,638 reactions. Task: Predict the reaction yield, written as a fraction of the theoretical maximum amount of product (1.0 means a 100% yield; for example, 0.34 means a 34% yield). (1) The reactants are Cl.[N:2]1[CH:7]=[CH:6][CH:5]=[CH:4][C:3]=1[C:8](Cl)=[O:9].CCN(CC)CC.[NH2:18][C:19]1[CH:24]=[CH:23][C:22]([N:25]2[CH2:30][CH2:29][N:28]([C:31](=[O:35])[CH:32]([CH3:34])[CH3:33])[CH2:27][CH2:26]2)=[C:21]([Cl:36])[CH:20]=1. The catalyst is C(Cl)Cl. The product is [Cl:36][C:21]1[CH:20]=[C:19]([NH:18][C:8](=[O:9])[C:3]2[CH:4]=[CH:5][CH:6]=[CH:7][N:2]=2)[CH:24]=[CH:23][C:22]=1[N:25]1[CH2:30][CH2:29][N:28]([C:31](=[O:35])[CH:32]([CH3:33])[CH3:34])[CH2:27][CH2:26]1. The yield is 0.180. (2) The reactants are C([NH:8][C@H:9]([CH:14]=O)[CH2:10][CH:11]([CH3:13])[CH3:12])(OC(C)(C)C)=O.[CH2:16]([O:23][C:24]1[CH:29]=[CH:28][C:27]([N:30]([CH2:37][CH:38]=[C:39]([CH3:41])[CH3:40])[CH:31]2[CH2:36][CH2:35][NH:34][CH2:33][CH2:32]2)=[CH:26][CH:25]=1)[C:17]1[CH:22]=[CH:21][CH:20]=[CH:19][CH:18]=1.[BH-](OC(C)=O)(OC(C)=O)OC(C)=O.[Na+]. The catalyst is C(Cl)Cl.CCOC(C)=O. The product is [NH2:8][C@@H:9]([CH2:10][CH:11]([CH3:12])[CH3:13])[CH2:14][N:34]1[CH2:33][CH2:32][CH:31]([N:30]([C:27]2[CH:26]=[CH:25][C:24]([O:23][CH2:16][C:17]3[CH:18]=[CH:19][CH:20]=[CH:21][CH:22]=3)=[CH:29][CH:28]=2)[CH2:37][CH:38]=[C:39]([CH3:41])[CH3:40])[CH2:36][CH2:35]1. The yield is 0.570.